This data is from Reaction yield outcomes from USPTO patents with 853,638 reactions. The task is: Predict the reaction yield, written as a fraction of the theoretical maximum amount of product (1.0 means a 100% yield; for example, 0.34 means a 34% yield). (1) The reactants are Cl.[F:2][C:3]([F:19])([F:18])[O:4][C:5]1[CH:17]=[CH:16][CH:15]=[CH:14][C:6]=1[O:7][CH:8]1[CH2:13][CH2:12][NH:11][CH2:10][CH2:9]1.C(N(C(C)C)CC)(C)C.[Cl:29][C:30]1[CH:35]=[C:34]([Cl:36])[CH:33]=[CH:32][C:31]=1[CH2:37][N:38]=[C:39]=[O:40]. No catalyst specified. The product is [Cl:29][C:30]1[CH:35]=[C:34]([Cl:36])[CH:33]=[CH:32][C:31]=1[CH2:37][NH:38][C:39]([N:11]1[CH2:12][CH2:13][CH:8]([O:7][C:6]2[CH:14]=[CH:15][CH:16]=[CH:17][C:5]=2[O:4][C:3]([F:2])([F:18])[F:19])[CH2:9][CH2:10]1)=[O:40]. The yield is 0.609. (2) The reactants are [CH3:1][CH2:2][NH:3][C:4]([CH2:6][CH2:7][CH2:8]/[CH:9]=[CH:10]\[CH2:11][C@@H:12]1[C@@H:16](/[CH:17]=[CH:18]/[C@@H:19]([OH:28])[CH2:20][CH2:21][C:22]2[CH:23]=[CH:24][CH:25]=[CH:26][CH:27]=2)[C@H:15]([OH:29])[CH2:14][C@@H:13]1[OH:30])=[O:5].B([O-])[O-].N1C=CC=CC=1.Cl[C:41]([O:43][CH2:44][CH2:45][CH2:46][CH2:47][Cl:48])=[O:42]. The catalyst is C1COCC1.CN(C1C=CN=CC=1)C. The product is [C:41](=[O:42])([O:28][C@@H:19]([CH2:20][CH2:21][C:22]1[CH:23]=[CH:24][CH:25]=[CH:26][CH:27]=1)/[CH:18]=[CH:17]/[C@H:16]1[C@H:15]([OH:29])[CH2:14][C@H:13]([OH:30])[C@@H:12]1[CH2:11]/[CH:10]=[CH:9]\[CH2:8][CH2:7][CH2:6][C:4]([NH:3][CH2:2][CH3:1])=[O:5])[O:43][CH2:44][CH2:45][CH2:46][CH2:47][Cl:48]. The yield is 1.34. (3) The reactants are [C:1]([O:5][C:6]([NH:8][C@H:9]1[C@H:14]([OH:15])[C@@H:13]([CH3:16])[CH2:12][N:11]([C:17]2[CH:22]=[CH:21][N:20]=[CH:19][C:18]=2[N:23]([C:31]([O:33][C:34]([CH3:37])([CH3:36])[CH3:35])=[O:32])[C:24]([O:26][C:27]([CH3:30])([CH3:29])[CH3:28])=[O:25])[CH2:10]1)=[O:7])([CH3:4])([CH3:3])[CH3:2].C(N(CC)CC)C.[CH3:45][S:46](Cl)(=[O:48])=[O:47]. The catalyst is C(Cl)Cl. The product is [CH3:45][S:46]([O:15][C@@H:14]1[C@@H:13]([CH3:16])[CH2:12][N:11]([C:17]2[CH:22]=[CH:21][N:20]=[CH:19][C:18]=2[N:23]([C:24]([O:26][C:27]([CH3:30])([CH3:29])[CH3:28])=[O:25])[C:31]([O:33][C:34]([CH3:36])([CH3:35])[CH3:37])=[O:32])[CH2:10][C@H:9]1[NH:8][C:6]([O:5][C:1]([CH3:4])([CH3:2])[CH3:3])=[O:7])(=[O:48])=[O:47]. The yield is 1.00. (4) The reactants are Cl[C:2]1[N:7]=[C:6]([NH:8][C@H:9]([CH3:12])[CH2:10][OH:11])[C:5]([C:13]2[S:14][CH:15]=[CH:16][CH:17]=2)=[CH:4][N:3]=1.[NH2:18][C:19]1[CH:24]=[CH:23][C:22]([S@:25]([CH:33]2[CH2:35][CH2:34]2)(=[N:27][C:28]([O:30][CH2:31][CH3:32])=[O:29])=[O:26])=[CH:21][CH:20]=1. No catalyst specified. The product is [CH2:31]([O:30][C:28]([N:27]=[S@:25]([C:22]1[CH:21]=[CH:20][C:19]([NH:18][C:2]2[N:7]=[C:6]([NH:8][C@H:9]([CH3:12])[CH2:10][OH:11])[C:5]([C:13]3[S:14][CH:15]=[CH:16][CH:17]=3)=[CH:4][N:3]=2)=[CH:24][CH:23]=1)([CH:33]1[CH2:34][CH2:35]1)=[O:26])=[O:29])[CH3:32]. The yield is 0.260. (5) The reactants are [C:1]([O:4][CH:5]1[C:9]2[N:10]=[CH:11][N:12]=[C:13](Cl)[C:8]=2[C@H:7]([CH3:15])[CH2:6]1)(=[O:3])[CH3:2].[CH3:16][C@@H:17]1[NH:22][CH2:21][CH2:20][N:19]([C:23]([O:25][C:26]([CH3:29])([CH3:28])[CH3:27])=[O:24])[CH2:18]1. The catalyst is CN1C(=O)CCC1.C(OCC)(=O)C. The product is [C:1]([O:4][CH:5]1[C:9]2[N:10]=[CH:11][N:12]=[C:13]([N:22]3[CH2:21][CH2:20][N:19]([C:23]([O:25][C:26]([CH3:29])([CH3:28])[CH3:27])=[O:24])[CH2:18][C@@H:17]3[CH3:16])[C:8]=2[C@H:7]([CH3:15])[CH2:6]1)(=[O:3])[CH3:2]. The yield is 0.600.